From a dataset of Forward reaction prediction with 1.9M reactions from USPTO patents (1976-2016). Predict the product of the given reaction. (1) Given the reactants [Br:1][C:2]1[CH:6]=[C:5](Br)[S:4][C:3]=1[CH:8]=[O:9].[CH:10]1([CH2:13][NH:14][CH2:15][CH2:16][CH3:17])[CH2:12][CH2:11]1.C(N(CC)CC)C, predict the reaction product. The product is: [Br:1][C:2]1[CH:6]=[C:5]([N:14]([CH2:13][CH:10]2[CH2:12][CH2:11]2)[CH2:15][CH2:16][CH3:17])[S:4][C:3]=1[CH:8]=[O:9]. (2) Given the reactants [CH2:1]([O:3][C:4](=[O:14])[CH2:5][O:6][C:7]1[CH:12]=[CH:11][CH:10]=[C:9]([NH2:13])[CH:8]=1)[CH3:2].C(N(CC)CC)C.[CH3:22][O:23][C:24]([C:26]1[CH:35]=[C:34]([O:36][CH2:37][C:38](Cl)=[O:39])[C:33]2[C:28](=[CH:29][C:30]([Cl:42])=[CH:31][C:32]=2[Cl:41])[CH:27]=1)=[O:25], predict the reaction product. The product is: [CH3:22][O:23][C:24]([C:26]1[CH:35]=[C:34]([O:36][CH2:37][C:38](=[O:39])[NH:13][C:9]2[CH:10]=[CH:11][CH:12]=[C:7]([O:6][CH2:5][C:4]([O:3][CH2:1][CH3:2])=[O:14])[CH:8]=2)[C:33]2[C:28](=[CH:29][C:30]([Cl:42])=[CH:31][C:32]=2[Cl:41])[CH:27]=1)=[O:25].